Dataset: TCR-epitope binding with 47,182 pairs between 192 epitopes and 23,139 TCRs. Task: Binary Classification. Given a T-cell receptor sequence (or CDR3 region) and an epitope sequence, predict whether binding occurs between them. (1) The epitope is QARQMVQAMRTIGTHP. The TCR CDR3 sequence is CASSYSFLGKDNSPLHF. Result: 1 (the TCR binds to the epitope). (2) The epitope is ATDALMTGY. The TCR CDR3 sequence is CASTAPATNTGELFF. Result: 1 (the TCR binds to the epitope). (3) The epitope is LEPLVDLPI. The TCR CDR3 sequence is CASSLRSVAGGPNEQFF. Result: 1 (the TCR binds to the epitope). (4) The epitope is EEHVQIHTI. The TCR CDR3 sequence is CASSLLNGQSSGNTIYF. Result: 0 (the TCR does not bind to the epitope). (5) The epitope is AYILFTRFFYV. The TCR CDR3 sequence is CASSPRTSGTDTQYF. Result: 0 (the TCR does not bind to the epitope). (6) The TCR CDR3 sequence is CASSPGQGYEQYF. Result: 0 (the TCR does not bind to the epitope). The epitope is FRYMNSQGL. (7) The epitope is KAFSPEVIPMF. The TCR CDR3 sequence is CASSQETPRGPPLAKNIQYF. Result: 1 (the TCR binds to the epitope). (8) The epitope is YVLDHLIVV. The TCR CDR3 sequence is CASSLHFEVEKLFF. Result: 1 (the TCR binds to the epitope).